This data is from NCI-60 drug combinations with 297,098 pairs across 59 cell lines. The task is: Regression. Given two drug SMILES strings and cell line genomic features, predict the synergy score measuring deviation from expected non-interaction effect. (1) Drug 1: C1CC(=O)NC(=O)C1N2CC3=C(C2=O)C=CC=C3N. Drug 2: CC1C(C(CC(O1)OC2CC(CC3=C2C(=C4C(=C3O)C(=O)C5=CC=CC=C5C4=O)O)(C(=O)C)O)N)O. Cell line: RXF 393. Synergy scores: CSS=41.9, Synergy_ZIP=-2.94, Synergy_Bliss=-2.36, Synergy_Loewe=-19.5, Synergy_HSA=-1.23. (2) Drug 1: C1=CN(C=N1)CC(O)(P(=O)(O)O)P(=O)(O)O. Drug 2: N.N.Cl[Pt+2]Cl. Cell line: HOP-62. Synergy scores: CSS=25.3, Synergy_ZIP=11.3, Synergy_Bliss=12.9, Synergy_Loewe=-5.27, Synergy_HSA=2.19. (3) Drug 1: CC(C)CN1C=NC2=C1C3=CC=CC=C3N=C2N. Drug 2: C(CN)CNCCSP(=O)(O)O. Cell line: HS 578T. Synergy scores: CSS=-2.29, Synergy_ZIP=4.19, Synergy_Bliss=8.44, Synergy_Loewe=-2.30, Synergy_HSA=0.554. (4) Drug 1: CC1C(C(CC(O1)OC2CC(OC(C2O)C)OC3=CC4=CC5=C(C(=O)C(C(C5)C(C(=O)C(C(C)O)O)OC)OC6CC(C(C(O6)C)O)OC7CC(C(C(O7)C)O)OC8CC(C(C(O8)C)O)(C)O)C(=C4C(=C3C)O)O)O)O. Drug 2: CCCCCOC(=O)NC1=NC(=O)N(C=C1F)C2C(C(C(O2)C)O)O. Cell line: CAKI-1. Synergy scores: CSS=37.9, Synergy_ZIP=0.332, Synergy_Bliss=1.43, Synergy_Loewe=-26.5, Synergy_HSA=1.49.